This data is from Forward reaction prediction with 1.9M reactions from USPTO patents (1976-2016). The task is: Predict the product of the given reaction. (1) The product is: [NH:17]1[C:18]2[C:14](=[C:13]([C:6]([C:7]3[CH:12]=[CH:11][CH:10]=[CH:9][CH:8]=3)=[CH:5][C:4]([NH:39][CH3:38])=[O:3])[CH:21]=[CH:20][CH:19]=2)[CH:15]=[N:16]1. Given the reactants C([O:3][C:4](=O)[CH:5]=[C:6]([C:13]1[CH:21]=[CH:20][CH:19]=[C:18]2[C:14]=1[CH:15]=[N:16][NH:17]2)[C:7]1[CH:12]=[CH:11][CH:10]=[CH:9][CH:8]=1)C.C(OC(=O)C=C(C1C=CC=C2C=1C(C#N)=[CH:38][NH:39]2)C1C=CC=CC=1)C, predict the reaction product. (2) Given the reactants [F:1][C:2]([F:13])([F:12])[CH2:3][O:4][C:5]1[CH:10]=[CH:9][CH:8]=[CH:7][C:6]=1Br.C1(C)C=CC=CC=1.[NH2:21][C:22]1[CH:23]=[C:24](B(O)O)[CH:25]=[CH:26][CH:27]=1.C(=O)([O-])[O-].[Na+].[Na+], predict the reaction product. The product is: [F:1][C:2]([F:13])([F:12])[CH2:3][O:4][C:5]1[CH:10]=[CH:9][CH:8]=[CH:7][C:6]=1[NH:21][C:22]1[CH:23]=[CH:24][CH:25]=[CH:26][CH:27]=1. (3) Given the reactants [CH2:1]([C:3]1[CH:22]=[CH:21][CH:20]=[C:19]([CH3:23])[C:4]=1[CH2:5][NH:6][C:7]1[C:8]2[N:9]([N:15]=[C:16]([CH3:18])[N:17]=2)[CH:10]=[C:11]([CH2:13]O)[CH:12]=1)[CH3:2].S(Cl)([Cl:26])=O.C1(C)C=CC=CC=1, predict the reaction product. The product is: [ClH:26].[CH2:1]([C:3]1[CH:22]=[CH:21][CH:20]=[C:19]([CH3:23])[C:4]=1[CH2:5][NH:6][C:7]1[C:8]2[N:9]([N:15]=[C:16]([CH3:18])[N:17]=2)[CH:10]=[C:11]([CH2:13][Cl:26])[CH:12]=1)[CH3:2]. (4) Given the reactants C(O[CH:4](OCC)[C:5]([C:7]1[CH:12]=[CH:11][CH:10]=[CH:9][CH:8]=1)=O)C.[NH2:16][NH:17][C:18]([NH2:20])=[S:19].[C:21]1(C)C=CC(S(O)(=O)=O)=CC=1.CI, predict the reaction product. The product is: [CH3:21][S:19][C:18]1[N:17]=[N:16][C:5]([C:7]2[CH:12]=[CH:11][CH:10]=[CH:9][CH:8]=2)=[CH:4][N:20]=1. (5) Given the reactants COC1C=CC(C[NH:8][C:9]2[CH:14]=[CH:13][CH:12]=[C:11]([O:15][C:16]3[CH:21]=[CH:20][CH:19]=[CH:18][CH:17]=3)[N:10]=2)=CC=1, predict the reaction product. The product is: [O:15]([C:11]1[N:10]=[C:9]([NH2:8])[CH:14]=[CH:13][CH:12]=1)[C:16]1[CH:17]=[CH:18][CH:19]=[CH:20][CH:21]=1. (6) Given the reactants [CH2:1]([O:3][C:4]([CH:6]1[CH2:11][N:10]([CH:12]([C:19]2[CH:24]=[CH:23][CH:22]=[CH:21][CH:20]=2)[C:13]2[CH:18]=[CH:17][CH:16]=[CH:15][CH:14]=2)[CH2:9][CH2:8][NH:7]1)=[O:5])[CH3:2].[C:25]1([CH:31]([C:36]2[CH:41]=[CH:40][CH:39]=[CH:38][CH:37]=2)[CH2:32][C:33](O)=[O:34])[CH:30]=[CH:29][CH:28]=[CH:27][CH:26]=1.C(Cl)CCl, predict the reaction product. The product is: [CH2:1]([O:3][C:4]([CH:6]1[CH2:11][N:10]([CH:12]([C:19]2[CH:24]=[CH:23][CH:22]=[CH:21][CH:20]=2)[C:13]2[CH:14]=[CH:15][CH:16]=[CH:17][CH:18]=2)[CH2:9][CH2:8][N:7]1[C:33](=[O:34])[CH2:32][CH:31]([C:25]1[CH:30]=[CH:29][CH:28]=[CH:27][CH:26]=1)[C:36]1[CH:41]=[CH:40][CH:39]=[CH:38][CH:37]=1)=[O:5])[CH3:2]. (7) Given the reactants O=C1C2C(=CC=CC=2)C(=O)[N:3]1[CH2:12][CH2:13][N:14]1[C:23]2[C:18](=[N:19][CH:20]=[C:21]([CH2:24][C:25]3[CH:30]=[CH:29][C:28]([F:31])=[CH:27][CH:26]=3)[CH:22]=2)[C:17]([OH:32])=[C:16]([C:33](OCC)=[O:34])[C:15]1=[O:38].[N:39]1([CH2:45][CH2:46][CH2:47][NH2:48])[CH2:44][CH2:43][O:42][CH2:41][CH2:40]1.NN, predict the reaction product. The product is: [NH2:3][CH2:12][CH2:13][N:14]1[C:23]2[C:18](=[N:19][CH:20]=[C:21]([CH2:24][C:25]3[CH:30]=[CH:29][C:28]([F:31])=[CH:27][CH:26]=3)[CH:22]=2)[C:17]([OH:32])=[C:16]([C:33]([NH:48][CH2:47][CH2:46][CH2:45][N:39]2[CH2:44][CH2:43][O:42][CH2:41][CH2:40]2)=[O:34])[C:15]1=[O:38]. (8) Given the reactants [CH3:1][C:2]([CH3:12])([CH3:11])[CH2:3][CH:4]1[CH2:7][C:6]([C:8]([OH:10])=[O:9])=[CH:5]1, predict the reaction product. The product is: [CH3:1][C:2]([CH3:12])([CH3:11])[CH2:3][CH:4]1[CH2:7][CH:6]([C:8]([OH:10])=[O:9])[CH2:5]1.